This data is from Forward reaction prediction with 1.9M reactions from USPTO patents (1976-2016). The task is: Predict the product of the given reaction. (1) Given the reactants [C:1]([C:5]1[N:10]=[CH:9][C:8]([C:11]2[N:12]([C:32]([N:34]3[CH2:39][CH2:38][CH:37]([CH2:40][C:41](O)=[O:42])[CH2:36][CH2:35]3)=[O:33])[C@@:13]([C:25]3[CH:30]=[CH:29][C:28]([Cl:31])=[CH:27][CH:26]=3)([CH3:24])[C@@:14]([C:17]3[CH:22]=[CH:21][C:20]([Cl:23])=[CH:19][CH:18]=3)([CH3:16])[N:15]=2)=[C:7]([O:44][CH2:45][CH3:46])[CH:6]=1)([CH3:4])([CH3:3])[CH3:2].[CH2:47]([O:49][CH:50]1[CH2:55][CH2:54][NH:53][CH2:52][CH2:51]1)[CH3:48], predict the reaction product. The product is: [C:1]([C:5]1[N:10]=[CH:9][C:8]([C:11]2[N:12]([C:32]([N:34]3[CH2:39][CH2:38][CH:37]([CH2:40][C:41]([N:53]4[CH2:54][CH2:55][CH:50]([O:49][CH2:47][CH3:48])[CH2:51][CH2:52]4)=[O:42])[CH2:36][CH2:35]3)=[O:33])[C@@:13]([C:25]3[CH:30]=[CH:29][C:28]([Cl:31])=[CH:27][CH:26]=3)([CH3:24])[C@@:14]([C:17]3[CH:22]=[CH:21][C:20]([Cl:23])=[CH:19][CH:18]=3)([CH3:16])[N:15]=2)=[C:7]([O:44][CH2:45][CH3:46])[CH:6]=1)([CH3:4])([CH3:2])[CH3:3]. (2) Given the reactants CI.[OH:3][C:4]1[CH:5]=[C:6]([CH:9]=[CH:10][C:11]=1[N+:12]([O-:14])=[O:13])[CH:7]=[O:8].[C:15](=O)([O-])[O-].[K+].[K+], predict the reaction product. The product is: [CH3:15][O:3][C:4]1[CH:5]=[C:6]([CH:9]=[CH:10][C:11]=1[N+:12]([O-:14])=[O:13])[CH:7]=[O:8]. (3) Given the reactants [F:1][C:2]([F:20])([F:19])[C:3]1[CH:4]=[C:5]([C:13]([CH3:18])([CH3:17])[C:14](Cl)=[O:15])[CH:6]=[C:7]([C:9]([F:12])([F:11])[F:10])[CH:8]=1.[CH2:21]([N:28]1[CH2:32][C@@H:31]([C:33]2[CH:38]=[CH:37][CH:36]=[CH:35][C:34]=2[CH3:39])[C@H:30]([NH:40][CH3:41])[CH2:29]1)[C:22]1[CH:27]=[CH:26][CH:25]=[CH:24][CH:23]=1.C(N(C(C)C)C(C)C)C, predict the reaction product. The product is: [CH2:21]([N:28]1[CH2:32][C@@H:31]([C:33]2[CH:38]=[CH:37][CH:36]=[CH:35][C:34]=2[CH3:39])[C@H:30]([N:40]([CH3:41])[C:14](=[O:15])[C:13]([C:5]2[CH:4]=[C:3]([C:2]([F:20])([F:19])[F:1])[CH:8]=[C:7]([C:9]([F:12])([F:11])[F:10])[CH:6]=2)([CH3:18])[CH3:17])[CH2:29]1)[C:22]1[CH:23]=[CH:24][CH:25]=[CH:26][CH:27]=1. (4) The product is: [C:4]([C:3]1[CH:6]=[C:7]([O:19][CH3:20])[C:8]([O:10][CH2:11][CH:12]2[CH2:13][CH2:14][N:15]([CH3:18])[CH2:16][CH2:17]2)=[CH:9][C:2]=1[N:1]=[CH:21][N:22]([CH3:24])[CH3:23])#[N:5]. Given the reactants [NH2:1][C:2]1[CH:9]=[C:8]([O:10][CH2:11][CH:12]2[CH2:17][CH2:16][N:15]([CH3:18])[CH2:14][CH2:13]2)[C:7]([O:19][CH3:20])=[CH:6][C:3]=1[C:4]#[N:5].[CH3:21][N:22]([CH:24]=O)[CH3:23].C[C:21]([N:22]([CH3:24])[CH3:23])=O, predict the reaction product. (5) Given the reactants [Br:1][C:2]1[N:3](CC2C=CC(OC)=CC=2)[C:4]([C:9]([O:11][CH3:12])=[O:10])=[C:5]([CH:7]=[O:8])[N:6]=1, predict the reaction product. The product is: [Br:1][C:2]1[NH:3][C:4]([C:9]([O:11][CH3:12])=[O:10])=[C:5]([CH:7]=[O:8])[N:6]=1. (6) Given the reactants Cl[CH2:2][CH2:3][CH2:4][CH2:5][CH2:6][C:7]1([C:10]([O:12][C:13]([CH3:16])([CH3:15])[CH3:14])=[O:11])[CH2:9][CH2:8]1.[Na+].[I-:18], predict the reaction product. The product is: [I:18][CH2:2][CH2:3][CH2:4][CH2:5][CH2:6][C:7]1([C:10]([O:12][C:13]([CH3:16])([CH3:15])[CH3:14])=[O:11])[CH2:9][CH2:8]1.